Dataset: Catalyst prediction with 721,799 reactions and 888 catalyst types from USPTO. Task: Predict which catalyst facilitates the given reaction. (1) Reactant: [Cl:1][C:2]1[C:3](=[O:30])[N:4]([CH2:19][CH2:20][C:21]2[CH:29]=[CH:28][C:24]([C:25](O)=[O:26])=[CH:23][CH:22]=2)[C:5](/[CH:9]=[CH:10]/[C:11]2[CH:16]=[CH:15][CH:14]=[C:13]([O:17][CH3:18])[CH:12]=2)=[C:6]([Cl:8])[CH:7]=1.[CH:31]1[N:35]=[CH:34][N:33](C([N:33]2[CH:34]=[N:35][CH:31]=[CH:32]2)=O)[CH:32]=1.O.C(OCC)(=O)C. Product: [Cl:1][C:2]1[C:3](=[O:30])[N:4]([CH2:19][CH2:20][C:21]2[CH:29]=[CH:28][C:24]([C:25]([N:33]3[CH:32]=[CH:31][N:35]=[CH:34]3)=[O:26])=[CH:23][CH:22]=2)[C:5](/[CH:9]=[CH:10]/[C:11]2[CH:16]=[CH:15][CH:14]=[C:13]([O:17][CH3:18])[CH:12]=2)=[C:6]([Cl:8])[CH:7]=1. The catalyst class is: 12. (2) Reactant: [N:1]1([C:7]([C:9]2[S:10][C:11]([NH2:14])=[CH:12][N:13]=2)=O)[CH2:6][CH2:5][O:4][CH2:3][CH2:2]1.B. Product: [N:1]1([CH2:7][C:9]2[S:10][C:11]([NH2:14])=[CH:12][N:13]=2)[CH2:6][CH2:5][O:4][CH2:3][CH2:2]1. The catalyst class is: 1. (3) Reactant: C(O[C:4](=[O:23])[CH:5]([C:13]1[CH:18]=[CH:17][C:16]([O:19][CH3:20])=[CH:15][C:14]=1[O:21][CH3:22])[N:6]1[C:10]([CH:11]=O)=[CH:9][N:8]=[CH:7]1)C.[F:24][C:25]1[CH:32]=[CH:31][C:28]([CH2:29][NH2:30])=[CH:27][CH:26]=1.C(O[BH-](OC(=O)C)OC(=O)C)(=O)C.[Na+]. Product: [CH3:22][O:21][C:14]1[CH:15]=[C:16]([O:19][CH3:20])[CH:17]=[CH:18][C:13]=1[CH:5]1[N:6]2[CH:7]=[N:8][CH:9]=[C:10]2[CH2:11][N:30]([CH2:29][C:28]2[CH:31]=[CH:32][C:25]([F:24])=[CH:26][CH:27]=2)[C:4]1=[O:23]. The catalyst class is: 68. (4) Reactant: CO.O1[CH2:8][CH2:7][O:6][CH2:5]C1.Cl.[Cl:10]C1[N:16]=[CH:15][N:14]=[C:13]([N:17]2[C:21](=[O:22])[C:20]([N:23]3[CH:27]=[CH:26][N:25]=[N:24]3)=[CH:19][NH:18]2)C=1. Product: [ClH:10].[CH3:5][O:6][C:7]1[N:16]=[CH:15][N:14]=[C:13]([N:17]2[C:21](=[O:22])[C:20]([N:23]3[CH:27]=[CH:26][N:25]=[N:24]3)=[CH:19][NH:18]2)[CH:8]=1. The catalyst class is: 1. (5) Reactant: Cl.C([O:4][C:5]([C:12]1[N:17]=[CH:16][C:15]([CH3:18])=[CH:14][N:13]=1)(OCC)[CH2:6][O:7][CH3:8])C.C(=O)([O-])O.[Na+].[Cl-].[Na+]. Product: [CH3:8][O:7][CH2:6][C:5]([C:12]1[N:13]=[CH:14][C:15]([CH3:18])=[CH:16][N:17]=1)=[O:4]. The catalyst class is: 24. (6) Reactant: Br[C:2]1[CH:10]=[CH:9][C:5]([C:6]([OH:8])=[O:7])=[CH:4][C:3]=1[CH3:11].[CH3:12][C:13]1([CH3:29])[C:17]([CH3:19])([CH3:18])[O:16][B:15]([B:15]2[O:16][C:17]([CH3:19])([CH3:18])[C:13]([CH3:29])([CH3:12])[O:14]2)[O:14]1.ClCCl.C([O-])(=O)C.[K+]. Product: [CH3:11][C:3]1[CH:4]=[C:5]([CH:9]=[CH:10][C:2]=1[B:15]1[O:16][C:17]([CH3:19])([CH3:18])[C:13]([CH3:29])([CH3:12])[O:14]1)[C:6]([OH:8])=[O:7]. The catalyst class is: 9. (7) Reactant: [CH3:1][NH:2][CH:3]1[CH2:8][CH2:7][CH:6]([O:9][C:10]2[C:21]3[C:20]4[C@@H:19]([CH2:22][C:23]([NH2:25])=[O:24])[CH2:18][CH2:17][C:16]=4[S:15][C:14]=3[N:13]=[CH:12][N:11]=2)[CH2:5][CH2:4]1.Cl[CH2:27][C:28]([N:30]1[CH2:34][CH2:33][CH2:32][CH2:31]1)=[O:29].C(=O)([O-])[O-].[K+].[K+]. Product: [CH3:1][N:2]([CH2:27][C:28](=[O:29])[N:30]1[CH2:34][CH2:33][CH2:32][CH2:31]1)[CH:3]1[CH2:8][CH2:7][CH:6]([O:9][C:10]2[C:21]3[C:20]4[C@@H:19]([CH2:22][C:23]([NH2:25])=[O:24])[CH2:18][CH2:17][C:16]=4[S:15][C:14]=3[N:13]=[CH:12][N:11]=2)[CH2:5][CH2:4]1. The catalyst class is: 3.